This data is from Full USPTO retrosynthesis dataset with 1.9M reactions from patents (1976-2016). The task is: Predict the reactants needed to synthesize the given product. (1) Given the product [NH2:1][C:4]1[C:5]([C:10]([OH:12])=[O:11])=[N:6][CH:7]=[CH:8][CH:9]=1, predict the reactants needed to synthesize it. The reactants are: [N+:1]([C:4]1[C:5]([C:10]([OH:12])=[O:11])=[N:6][CH:7]=[CH:8][CH:9]=1)([O-])=O.C(=O)([O-])O.[Na+].[H][H].Cl. (2) Given the product [BrH:16].[CH3:1][S:2][C:3]1[S:7][C:6]2=[N:8][C:9]([C:11]([OH:13])=[O:12])=[CH:10][N:5]2[N:4]=1, predict the reactants needed to synthesize it. The reactants are: [CH3:1][S:2][C:3]1[S:7][C:6]2=[N:8][C:9]([C:11]([O:13]CC)=[O:12])=[CH:10][N:5]2[N:4]=1.[BrH:16]. (3) Given the product [Br:1][C:2]1[CH:3]=[CH:4][C:5]([NH:8][C:9]2[C:10]([CH3:28])=[CH:11][C:12]([CH:15]3[O:20][CH2:19][CH2:18][NH:17][CH2:16]3)=[CH:13][N:14]=2)=[N:6][CH:7]=1, predict the reactants needed to synthesize it. The reactants are: [Br:1][C:2]1[CH:3]=[CH:4][C:5]([NH:8][C:9]2[N:14]=[CH:13][C:12]([CH:15]3[O:20][CH2:19][CH2:18][N:17](C(OC(C)(C)C)=O)[CH2:16]3)=[CH:11][C:10]=2[CH3:28])=[N:6][CH:7]=1.FC(F)(F)C(O)=O.CCOC(C)=O.C1COCC1. (4) Given the product [Cl:28][C:24]1[CH:23]=[C:22]([CH:27]=[CH:26][CH:25]=1)[CH2:21][O:20][C:16]1[N:15]=[C:14]([N:11]2[CH2:10][CH2:9][NH:8][CH2:13][CH2:12]2)[CH:19]=[N:18][CH:17]=1, predict the reactants needed to synthesize it. The reactants are: C(OC([N:8]1[CH2:13][CH2:12][N:11]([C:14]2[CH:19]=[N:18][CH:17]=[C:16]([O:20][CH2:21][C:22]3[CH:27]=[CH:26][CH:25]=[C:24]([Cl:28])[CH:23]=3)[N:15]=2)[CH2:10][CH2:9]1)=O)(C)(C)C.FC(F)(F)C(O)=O. (5) Given the product [CH3:23][NH:24][C:12]1[CH:6]([C:2]2[S:1][CH:5]=[CH:4][CH:3]=2)[N:7]=[C:8]([C:18]2[S:19][CH:20]=[CH:21][CH:22]=2)[C:9]2[CH:17]=[CH:16][CH:15]=[N:14][C:10]=2[N:11]=1, predict the reactants needed to synthesize it. The reactants are: [S:1]1[CH:5]=[CH:4][CH:3]=[C:2]1[CH:6]1[C:12](=S)[NH:11][C:10]2[N:14]=[CH:15][CH:16]=[CH:17][C:9]=2[C:8]([C:18]2[S:19][CH:20]=[CH:21][CH:22]=2)=[N:7]1.[CH3:23][NH2:24]. (6) Given the product [CH3:10][C@@H:11]([CH2:30][CH3:31])[C@H:12]([NH:17][C:18]([N:2]([CH3:1])[CH2:3][C:4]1[N:5]=[C:6]([CH3:9])[S:7][CH:8]=1)=[O:20])[C:13]([O:15][CH3:16])=[O:14], predict the reactants needed to synthesize it. The reactants are: [CH3:1][NH:2][CH2:3][C:4]1[N:5]=[C:6]([CH3:9])[S:7][CH:8]=1.[CH3:10][C@@H:11]([CH2:30][CH3:31])[C@H:12]([NH:17][C:18]([O:20]C1C=CC([N+]([O-])=O)=CC=1)=O)[C:13]([O:15][CH3:16])=[O:14].C(N(CC)CC)C.